Dataset: NCI-60 drug combinations with 297,098 pairs across 59 cell lines. Task: Regression. Given two drug SMILES strings and cell line genomic features, predict the synergy score measuring deviation from expected non-interaction effect. (1) Drug 2: CN(C(=O)NC(C=O)C(C(C(CO)O)O)O)N=O. Cell line: OVCAR3. Drug 1: C1=CN(C(=O)N=C1N)C2C(C(C(O2)CO)O)O.Cl. Synergy scores: CSS=12.8, Synergy_ZIP=1.64, Synergy_Bliss=4.64, Synergy_Loewe=-19.3, Synergy_HSA=-2.66. (2) Drug 1: CN1C2=C(C=C(C=C2)N(CCCl)CCCl)N=C1CCCC(=O)O.Cl. Drug 2: N.N.Cl[Pt+2]Cl. Cell line: OVCAR-8. Synergy scores: CSS=16.9, Synergy_ZIP=-7.77, Synergy_Bliss=4.45, Synergy_Loewe=-9.38, Synergy_HSA=0.705. (3) Drug 1: CC(C1=C(C=CC(=C1Cl)F)Cl)OC2=C(N=CC(=C2)C3=CN(N=C3)C4CCNCC4)N. Drug 2: C1CC(=O)NC(=O)C1N2CC3=C(C2=O)C=CC=C3N. Cell line: UACC62. Synergy scores: CSS=6.06, Synergy_ZIP=-2.06, Synergy_Bliss=-0.973, Synergy_Loewe=-10.6, Synergy_HSA=-1.10. (4) Drug 1: CC12CCC(CC1=CCC3C2CCC4(C3CC=C4C5=CN=CC=C5)C)O. Drug 2: CC1CCC2CC(C(=CC=CC=CC(CC(C(=O)C(C(C(=CC(C(=O)CC(OC(=O)C3CCCCN3C(=O)C(=O)C1(O2)O)C(C)CC4CCC(C(C4)OC)OCCO)C)C)O)OC)C)C)C)OC. Cell line: RPMI-8226. Synergy scores: CSS=40.8, Synergy_ZIP=3.95, Synergy_Bliss=4.67, Synergy_Loewe=-4.27, Synergy_HSA=3.78. (5) Cell line: OVCAR-8. Drug 1: COC1=CC(=CC(=C1O)OC)C2C3C(COC3=O)C(C4=CC5=C(C=C24)OCO5)OC6C(C(C7C(O6)COC(O7)C8=CC=CS8)O)O. Synergy scores: CSS=42.2, Synergy_ZIP=0.880, Synergy_Bliss=3.64, Synergy_Loewe=-29.5, Synergy_HSA=4.37. Drug 2: COC1=NC(=NC2=C1N=CN2C3C(C(C(O3)CO)O)O)N. (6) Drug 1: CC12CCC3C(C1CCC2=O)CC(=C)C4=CC(=O)C=CC34C. Drug 2: CCC1(C2=C(COC1=O)C(=O)N3CC4=CC5=C(C=CC(=C5CN(C)C)O)N=C4C3=C2)O.Cl. Cell line: HOP-62. Synergy scores: CSS=62.1, Synergy_ZIP=1.83, Synergy_Bliss=3.74, Synergy_Loewe=-28.1, Synergy_HSA=1.89. (7) Drug 1: CCC1(CC2CC(C3=C(CCN(C2)C1)C4=CC=CC=C4N3)(C5=C(C=C6C(=C5)C78CCN9C7C(C=CC9)(C(C(C8N6C=O)(C(=O)OC)O)OC(=O)C)CC)OC)C(=O)OC)O.OS(=O)(=O)O. Drug 2: C(CN)CNCCSP(=O)(O)O. Cell line: MCF7. Synergy scores: CSS=-0.710, Synergy_ZIP=-1.51, Synergy_Bliss=-3.86, Synergy_Loewe=-7.85, Synergy_HSA=-8.24. (8) Drug 1: CC1=C2C(C(=O)C3(C(CC4C(C3C(C(C2(C)C)(CC1OC(=O)C(C(C5=CC=CC=C5)NC(=O)OC(C)(C)C)O)O)OC(=O)C6=CC=CC=C6)(CO4)OC(=O)C)O)C)O. Drug 2: C1CN1C2=NC(=NC(=N2)N3CC3)N4CC4. Cell line: ACHN. Synergy scores: CSS=52.9, Synergy_ZIP=1.42, Synergy_Bliss=2.94, Synergy_Loewe=3.88, Synergy_HSA=3.92. (9) Drug 1: CCCCC(=O)OCC(=O)C1(CC(C2=C(C1)C(=C3C(=C2O)C(=O)C4=C(C3=O)C=CC=C4OC)O)OC5CC(C(C(O5)C)O)NC(=O)C(F)(F)F)O. Drug 2: CC1C(C(CC(O1)OC2CC(CC3=C2C(=C4C(=C3O)C(=O)C5=CC=CC=C5C4=O)O)(C(=O)C)O)N)O. Cell line: IGROV1. Synergy scores: CSS=52.5, Synergy_ZIP=1.57, Synergy_Bliss=2.52, Synergy_Loewe=-2.72, Synergy_HSA=2.30.